From a dataset of Retrosynthesis with 50K atom-mapped reactions and 10 reaction types from USPTO. Predict the reactants needed to synthesize the given product. (1) Given the product COc1cc(Cl)ccc1CC1(O)CCNCC1, predict the reactants needed to synthesize it. The reactants are: COc1cc(Cl)ccc1CC1(O)CCN(C(=O)OC(C)(C)C)CC1. (2) Given the product CC1=NN(c2ccc(C)c(C)c2)C(=O)C1=NNc1cccc(-c2cccc(C(=O)O)c2)c1O, predict the reactants needed to synthesize it. The reactants are: COc1c(NN=C2C(=O)N(c3ccc(C)c(C)c3)N=C2C)cccc1-c1cccc(C(=O)O)c1. (3) Given the product Cc1ccccc1C(=O)c1ccc(Nc2ccccc2NC(=O)CCC(=O)NCC(O)CO)cc1Cl, predict the reactants needed to synthesize it. The reactants are: Cc1ccccc1C(=O)c1ccc(Nc2ccccc2NC(=O)CCC(=O)O)cc1Cl.NCC(O)CO. (4) Given the product CCc1cc(-c2noc(-c3cc(CC(C)C)cc(C)n3)n2)cc(C)c1OC[C@@H](O)CNC(=O)CO, predict the reactants needed to synthesize it. The reactants are: CCc1cc(-c2noc(-c3cc(CC(C)C)cc(C)n3)n2)cc(C)c1OC[C@@H](O)CN.O=C(O)CO. (5) Given the product Cc1nc(C)c(-c2ccc3cc(-c4c(CC(=O)N5CCOCC5)cc(-c5nnn[nH]5)cc4C4CCCCC4)ccc3n2)s1, predict the reactants needed to synthesize it. The reactants are: C[Sn](C)(C)N=[N+]=[N-].Cc1nc(C)c(-c2ccc3cc(-c4c(CC(=O)N5CCOCC5)cc(C#N)cc4C4CCCCC4)ccc3n2)s1. (6) The reactants are: Cc1nc(Cl)ccc1C(=O)Nc1ccc(Cl)c(-c2ccccn2)c1.NCCCn1ccnc1. Given the product Cc1nc(NCCCn2ccnc2)ccc1C(=O)Nc1ccc(Cl)c(-c2ccccn2)c1, predict the reactants needed to synthesize it. (7) The reactants are: CC(C)(C)OC(=O)NC[C@H]1CC[C@H](CN)CC1.O=C(O)c1ccnc(Br)c1. Given the product CC(C)(C)OC(=O)NC[C@H]1CC[C@H](CNC(=O)c2ccnc(Br)c2)CC1, predict the reactants needed to synthesize it. (8) Given the product CCCCc1nc(SC)c(C(=O)OCC)n1Cc1ccc(-c2ccccc2C(=O)OC)cc1, predict the reactants needed to synthesize it. The reactants are: CCCCc1nc(SC)c(C(=O)OCC)[nH]1.COC(=O)c1ccccc1-c1ccc(CBr)cc1. (9) Given the product CC(C)OC(=O)N1CCC(ON=C2CCN(c3ncc(C=O)cc3F)CC2)CC1, predict the reactants needed to synthesize it. The reactants are: CC(C)OC(=O)N1CCC(ON=C2CCNCC2)CC1.O=Cc1cnc(Cl)c(F)c1. (10) Given the product N#CC(CCC(=O)N1CCC(Oc2ccccc2)CC1)(c1ccccc1)c1ccccc1, predict the reactants needed to synthesize it. The reactants are: N#CC(CCC(=O)O)(c1ccccc1)c1ccccc1.c1ccc(OC2CCNCC2)cc1.